Task: Predict the reactants needed to synthesize the given product.. Dataset: Full USPTO retrosynthesis dataset with 1.9M reactions from patents (1976-2016) (1) Given the product [CH2:27]([N:26]([CH2:29][CH3:30])[CH2:25]/[CH:24]=[CH:23]\[C:17]1[CH:18]=[C:19]([F:22])[CH:20]=[CH:21][C:16]=1[S:13]([CH2:12][C:9]1[C:4]([C:5]([O:7][CH3:8])=[O:6])=[C:3]([O:31][CH3:32])[C:2]([C:35]2[CH:36]=[CH:37][O:33][CH:34]=2)=[CH:11][CH:10]=1)(=[O:15])=[O:14])[CH3:28], predict the reactants needed to synthesize it. The reactants are: Br[C:2]1[C:3]([O:31][CH3:32])=[C:4]([C:9]([CH2:12][S:13]([C:16]2[CH:21]=[CH:20][C:19]([F:22])=[CH:18][C:17]=2/[CH:23]=[CH:24]\[CH2:25][N:26]([CH2:29][CH3:30])[CH2:27][CH3:28])(=[O:15])=[O:14])=[CH:10][CH:11]=1)[C:5]([O:7][CH3:8])=[O:6].[O:33]1[CH:37]=[CH:36][C:35](B(O)O)=[CH:34]1.C(Cl)Cl.C(=O)([O-])[O-].[Cs+].[Cs+]. (2) Given the product [F:1][C:2]1[CH:3]=[C:4]([N:14]2[CH2:18][C@@H:17]([CH2:19][NH+:20]([O-:43])[C:21](=[O:33])[CH2:22][CH2:23][C:24]([C:26]3[CH:27]=[CH:28][C:29]([Cl:32])=[CH:30][CH:31]=3)=[O:25])[O:16][C:15]2=[O:34])[CH:5]=[CH:6][C:7]=1[N:8]1[CH2:9][CH2:10][O:11][CH2:12][CH2:13]1, predict the reactants needed to synthesize it. The reactants are: [F:1][C:2]1[CH:3]=[C:4]([N:14]2[CH2:18][C@H:17]([CH2:19][NH:20][C:21](=[O:33])[CH2:22][CH2:23][C:24]([C:26]3[CH:31]=[CH:30][C:29]([Cl:32])=[CH:28][CH:27]=3)=[O:25])[O:16][C:15]2=[O:34])[CH:5]=[CH:6][C:7]=1[N:8]1[CH2:13][CH2:12][O:11][CH2:10][CH2:9]1.C1C=C(Cl)C=C(C(OO)=[O:43])C=1.